From a dataset of Peptide-MHC class I binding affinity with 185,985 pairs from IEDB/IMGT. Regression. Given a peptide amino acid sequence and an MHC pseudo amino acid sequence, predict their binding affinity value. This is MHC class I binding data. The peptide sequence is NRTRHCQP. The MHC is HLA-B27:05 with pseudo-sequence HLA-B27:05. The binding affinity (normalized) is 0.136.